This data is from Catalyst prediction with 721,799 reactions and 888 catalyst types from USPTO. The task is: Predict which catalyst facilitates the given reaction. (1) Reactant: CON(C)[C:4]([C:6]1[C:7]([NH2:15])=[N:8][C:9]([S:12][CH2:13][CH3:14])=[N:10][CH:11]=1)=[O:5].[C:17]1([CH3:25])[CH:22]=[CH:21][C:20]([Mg]Br)=[CH:19][CH:18]=1. Product: [NH2:15][C:7]1[C:6]([C:4]([C:20]2[CH:21]=[CH:22][C:17]([CH3:25])=[CH:18][CH:19]=2)=[O:5])=[CH:11][N:10]=[C:9]([S:12][CH2:13][CH3:14])[N:8]=1. The catalyst class is: 7. (2) Reactant: [F:1][C:2]1[CH:3]=[CH:4][C:5]2[N:9]=[CH:8][N:7]([C:10]3[N:18]=[C:17]4[C:13]([NH:14][C:15](=[O:25])[N:16]4[CH:19]4[CH2:24][CH2:23][O:22][CH2:21][CH2:20]4)=[C:12]([C:26]([O:28]CC)=[O:27])[N:11]=3)[C:6]=2[CH:31]=1. The catalyst class is: 33. Product: [F:1][C:2]1[CH:3]=[CH:4][C:5]2[N:9]=[CH:8][N:7]([C:10]3[N:18]=[C:17]4[C:13]([NH:14][C:15](=[O:25])[N:16]4[CH:19]4[CH2:24][CH2:23][O:22][CH2:21][CH2:20]4)=[C:12]([C:26]([OH:28])=[O:27])[N:11]=3)[C:6]=2[CH:31]=1. (3) Reactant: Cl[C:2]1[O:3][C:4]([C:7]2[CH:12]=[CH:11][C:10]([C:13]([F:16])([F:15])[F:14])=[CH:9][CH:8]=2)=[CH:5][N:6]=1.[NH2:17][C:18]1[CH:19]=[C:20]([NH:24][S:25]([CH3:28])(=[O:27])=[O:26])[CH:21]=[CH:22][CH:23]=1. Product: [F:14][C:13]([F:16])([F:15])[C:10]1[CH:11]=[CH:12][C:7]([C:4]2[O:3][C:2]([NH:17][C:18]3[CH:19]=[C:20]([NH:24][S:25]([CH3:28])(=[O:27])=[O:26])[CH:21]=[CH:22][CH:23]=3)=[N:6][CH:5]=2)=[CH:8][CH:9]=1. The catalyst class is: 41. (4) Reactant: [Cl:1][C:2]1[C:11]2[C:6](=[CH:7][CH:8]=[CH:9][C:10]=2[O:12][CH:13]2[CH2:18][CH2:17][N:16]([CH3:19])[CH2:15][CH2:14]2)[N:5]=[CH:4][N:3]=1.[NH2:20][C:21]1[CH:22]=[CH:23][C:24]2[S:28][N:27]=[C:26]([CH3:29])[C:25]=2[CH:30]=1. Product: [ClH:1].[CH3:29][C:26]1[C:25]2[CH:30]=[C:21]([NH:20][C:2]3[C:11]4[C:6](=[CH:7][CH:8]=[CH:9][C:10]=4[O:12][CH:13]4[CH2:18][CH2:17][N:16]([CH3:19])[CH2:15][CH2:14]4)[N:5]=[CH:4][N:3]=3)[CH:22]=[CH:23][C:24]=2[S:28][N:27]=1. The catalyst class is: 41. (5) Product: [Cl:35][CH2:2][CH2:1][CH2:3][C:20]1([C:24]([O:26][CH3:27])=[O:25])[CH2:21][CH2:22][CH2:23][CH:18]([C:28]([O:30][CH3:31])=[O:29])[CH2:19]1. Reactant: [CH:1]([N-]C(C)C)([CH3:3])[CH3:2].[Li+].CN1C(=O)N(C)CCC1.[CH:18]1([C:28]([O:30][CH3:31])=[O:29])[CH2:23][CH2:22][CH2:21][CH:20]([C:24]([O:26][CH3:27])=[O:25])[CH2:19]1.BrCC[Cl:35]. The catalyst class is: 1. (6) Reactant: [C:1]1([S:7]([C:10]2[C:15](=[NH:16])[N:14]3[CH:17]=[CH:18][CH:19]=[CH:20][C:13]3=[N:12][C:11]=2SC)(=[O:9])=[O:8])[CH:6]=[CH:5][CH:4]=[CH:3][CH:2]=1.[CH3:23][OH:24].O. Product: [C:1]1([S:7]([C:10]2[C:15](=[NH:16])[N:14]3[CH:17]=[CH:18][CH:19]=[CH:20][C:13]3=[N:12][C:11]=2[O:24][CH3:23])(=[O:9])=[O:8])[CH:6]=[CH:5][CH:4]=[CH:3][CH:2]=1. The catalyst class is: 5. (7) Reactant: [NH2:1][C:2]1[CH:7]=[C:6]([Cl:8])[N:5]=[C:4]([O:9][CH2:10][CH2:11][OH:12])[C:3]=1[N+:13]([O-:15])=[O:14].[C:16]([Si:20](Cl)([CH3:22])[CH3:21])([CH3:19])([CH3:18])[CH3:17].N1C=CN=C1.[NH4+].[Cl-]. Product: [C:16]([Si:20]([CH3:22])([CH3:21])[O:12][CH2:11][CH2:10][O:9][C:4]1[C:3]([N+:13]([O-:15])=[O:14])=[C:2]([NH2:1])[CH:7]=[C:6]([Cl:8])[N:5]=1)([CH3:19])([CH3:18])[CH3:17]. The catalyst class is: 2.